From a dataset of Catalyst prediction with 721,799 reactions and 888 catalyst types from USPTO. Predict which catalyst facilitates the given reaction. (1) Reactant: Cl.[C:2]1([S:8]([N:11]2[C:23]3[CH2:22][N:21]([CH2:24][CH:25]([CH:27]4[CH2:36][CH2:35][C:30]5(OCC[O:31]5)[CH2:29][CH2:28]4)[OH:26])[CH2:20][CH2:19][C:18]=3[C:17]3[C:12]2=[CH:13][CH:14]=[CH:15][CH:16]=3)(=[O:10])=[O:9])[CH:7]=[CH:6][CH:5]=[CH:4][CH:3]=1.[OH-].[Na+]. Product: [C:2]1([S:8]([N:11]2[C:23]3[CH2:22][N:21]([CH2:24][CH:25]([CH:27]4[CH2:28][CH2:29][C:30](=[O:31])[CH2:35][CH2:36]4)[OH:26])[CH2:20][CH2:19][C:18]=3[C:17]3[C:12]2=[CH:13][CH:14]=[CH:15][CH:16]=3)(=[O:10])=[O:9])[CH:3]=[CH:4][CH:5]=[CH:6][CH:7]=1. The catalyst class is: 7. (2) Reactant: [NH2:1][C:2]1[CH:7]=[C:6]([O:8][C:9]2[CH:10]=[CH:11][C:12]([NH:15][C:16]([C:18]3[C:19](=[O:31])[N:20]([C:25]4[CH:30]=[CH:29][CH:28]=[CH:27][CH:26]=4)[N:21]([CH3:24])[C:22]=3[CH3:23])=[O:17])=[N:13][CH:14]=2)[CH:5]=[CH:4][N:3]=1.CCN(CC)CC.[C:39](Cl)(=O)[O:40]C1C=CC=CC=1.[NH:49]1[CH2:54][CH2:53][O:52][CH2:51][CH2:50]1. Product: [CH3:24][N:21]1[C:22]([CH3:23])=[C:18]([C:16]([NH:15][C:12]2[N:13]=[CH:14][C:9]([O:8][C:6]3[CH:5]=[CH:4][N:3]=[C:2]([NH:1][C:39]([N:49]4[CH2:54][CH2:53][O:52][CH2:51][CH2:50]4)=[O:40])[CH:7]=3)=[CH:10][CH:11]=2)=[O:17])[C:19](=[O:31])[N:20]1[C:25]1[CH:26]=[CH:27][CH:28]=[CH:29][CH:30]=1. The catalyst class is: 1. (3) Reactant: Br[C:2]1[CH:11]=[CH:10][C:5]2[C:6](=[O:9])[O:7][CH2:8][C:4]=2[C:3]=1[CH2:12][CH2:13][OH:14].[CH2:15]([Sn](CCCC)(CCCC)C=C)[CH2:16]CC.[Li+].[Cl-].CCOC(C)=O. Product: [CH:15]([C:2]1[CH:11]=[CH:10][C:5]2[C:6](=[O:9])[O:7][CH2:8][C:4]=2[C:3]=1[CH2:12][CH2:13][OH:14])=[CH2:16]. The catalyst class is: 109. (4) Reactant: [CH:1]1[C:6]([NH2:7])=[CH:5][CH:4]=[C:3]([OH:8])[CH:2]=1.C(=O)([O-])O.[Na+].Cl[C:15]([O:17][CH2:18][C:19]1[CH:24]=[CH:23][CH:22]=[CH:21][CH:20]=1)=[O:16]. Product: [OH:8][C:3]1[CH:4]=[CH:5][C:6]([NH:7][C:15](=[O:16])[O:17][CH2:18][C:19]2[CH:24]=[CH:23][CH:22]=[CH:21][CH:20]=2)=[CH:1][CH:2]=1. The catalyst class is: 7. (5) Reactant: [N:1]1[CH:6]=[CH:5][C:4]([C:7]2[S:8][CH:9]=[C:10]([C:12](OCC)=[O:13])[N:11]=2)=[CH:3][CH:2]=1.[BH4-].[Na+]. Product: [N:1]1[CH:2]=[CH:3][C:4]([C:7]2[S:8][CH:9]=[C:10]([CH2:12][OH:13])[N:11]=2)=[CH:5][CH:6]=1. The catalyst class is: 14. (6) Reactant: C([O:5][C:6]([CH2:8][N:9]1[CH2:13][CH2:12][N:11]([CH2:14][C:15]([O:17][C:18]([CH3:21])([CH3:20])[CH3:19])=[O:16])[C:10]1=[O:22])=[O:7])(C)(C)C.[OH-].[K+]. Product: [C:18]([O:17][C:15]([CH2:14][N:11]1[CH2:12][CH2:13][N:9]([CH2:8][C:6]([OH:7])=[O:5])[C:10]1=[O:22])=[O:16])([CH3:21])([CH3:19])[CH3:20]. The catalyst class is: 40. (7) Reactant: [Br:1][C:2]1[CH:7]=[C:6]([CH3:8])[C:5]([C:9]2[C:10](=[O:29])[CH:11]([CH2:16][C:17]3[N:22]=[C:21](S(C)(=O)=O)[C:20]([C:27]#[N:28])=[CH:19][CH:18]=3)[CH2:12][C:13]=2[O:14][CH3:15])=[C:4]([CH3:30])[CH:3]=1.[CH3:31][NH2:32]. Product: [Br:1][C:2]1[CH:7]=[C:6]([CH3:8])[C:5]([C:9]2[C:10](=[O:29])[CH:11]([CH2:16][C:17]3[N:22]=[C:21]([NH:32][CH3:31])[C:20]([C:27]#[N:28])=[CH:19][CH:18]=3)[CH2:12][C:13]=2[O:14][CH3:15])=[C:4]([CH3:30])[CH:3]=1. The catalyst class is: 7. (8) Reactant: [CH3:1][C:2]1([CH3:9])[CH2:7][CH2:6][CH:5]([OH:8])[CH2:4][CH2:3]1.C1(P(C2C=CC=CC=2)C2C=CC=CC=2)C=CC=CC=1.CCOC(/N=N/C(OCC)=O)=O.C[O:42][C:43]([C:45]1[C:53]2[C:48](=[CH:49][CH:50]=[C:51]([O:54][C:55]3[CH:60]=[CH:59][C:58]([O:61][CH:62]([CH3:64])[CH3:63])=[CH:57][CH:56]=3)[CH:52]=2)[N:47]([C:65]2[CH:70]=[CH:69][C:68](O)=[CH:67][CH:66]=2)[C:46]=1[CH2:72][C:73]([O:75]C)=[O:74])=[O:44]. Product: [C:73]([CH2:72][C:46]1[N:47]([C:65]2[CH:66]=[CH:67][C:68]([O:8][CH:5]3[CH2:6][CH2:7][C:2]([CH3:9])([CH3:1])[CH2:3][CH2:4]3)=[CH:69][CH:70]=2)[C:48]2[C:53]([C:45]=1[C:43]([OH:44])=[O:42])=[CH:52][C:51]([O:54][C:55]1[CH:60]=[CH:59][C:58]([O:61][CH:62]([CH3:64])[CH3:63])=[CH:57][CH:56]=1)=[CH:50][CH:49]=2)([OH:75])=[O:74]. The catalyst class is: 1.